Task: Predict the reactants needed to synthesize the given product.. Dataset: Full USPTO retrosynthesis dataset with 1.9M reactions from patents (1976-2016) (1) Given the product [NH2:7][CH2:6][C:5]1[CH:14]=[CH:15][C:2]([Cl:1])=[C:3]([C:16]2[NH:20][C:19](=[O:21])[N:18]([CH:22]3[CH2:23][CH2:24][C:25]([CH3:28])([CH3:29])[CH2:26][CH2:27]3)[N:17]=2)[CH:4]=1, predict the reactants needed to synthesize it. The reactants are: [Cl:1][C:2]1[CH:15]=[CH:14][C:5]([CH2:6][NH:7]C(=O)C(F)(F)F)=[CH:4][C:3]=1[C:16]1[NH:20][C:19](=[O:21])[N:18]([CH:22]2[CH2:27][CH2:26][C:25]([CH3:29])([CH3:28])[CH2:24][CH2:23]2)[N:17]=1.[OH-].[K+].O. (2) Given the product [OH:4][C:5]1[CH:14]=[CH:13][C:12]2[O:11][C@H:10]([C:15]3[CH:16]=[CH:17][C:18]([OH:21])=[CH:19][CH:20]=3)[C@@H:9]3[CH2:25][C@H:26]([O:28][C:29](=[O:31])[CH3:30])[CH2:27][C@@H:8]3[C:7]=2[CH:6]=1, predict the reactants needed to synthesize it. The reactants are: COC[O:4][C:5]1[CH:14]=[CH:13][C:12]2[O:11][CH:10]([C:15]3[CH:20]=[CH:19][C:18]([O:21]COC)=[CH:17][CH:16]=3)[CH:9]3[CH2:25][CH:26]([O:28][C:29](=[O:31])[CH3:30])[CH2:27][CH:8]3[C:7]=2[CH:6]=1.Cl.CCOC(C)=O.CCOC(C)=O.CCCCCC.